The task is: Predict which catalyst facilitates the given reaction.. This data is from Catalyst prediction with 721,799 reactions and 888 catalyst types from USPTO. (1) Reactant: [O:1]1[CH2:3][CH:2]1[CH2:4][O:5][C:6]1[C:18]2[C:17]3[C:12](=[CH:13][CH:14]=[CH:15][CH:16]=3)[NH:11][C:10]=2[CH:9]=[CH:8][CH:7]=1.O.Cl.[CH3:21][O:22][C:23]1[CH:32]=[CH:31][CH:30]=[CH:29][C:24]=1[O:25][CH2:26][CH2:27][NH2:28].C(=O)([O-])[O-].[Ca+2]. Product: [CH3:21][O:22][C:23]1[CH:32]=[CH:31][CH:30]=[CH:29][C:24]=1[O:25][CH2:26][CH2:27][NH:28][CH2:3][CH:2]([OH:1])[CH2:4][O:5][C:6]1[CH:7]=[CH:8][CH:9]=[C:10]2[NH:11][C:12]3[CH:13]=[CH:14][CH:15]=[CH:16][C:17]=3[C:18]=12. The catalyst class is: 32. (2) Reactant: [F:1][C:2]1[CH:39]=[CH:38][C:5]2[N:6]=[C:7]([NH:9][C:10]3[CH:15]=[CH:14][C:13]([C:16]4[CH:21]=[CH:20][C:19]([C:22]([NH:24][C@H:25]([C:29]([O:31]CCCC)=[O:30])[CH:26]([CH3:28])[CH3:27])=[O:23])=[C:18]([O:36][CH3:37])[CH:17]=4)=[CH:12][CH:11]=3)[S:8][C:4]=2[CH:3]=1.CO.O.[Li+].[OH-]. Product: [F:1][C:2]1[CH:39]=[CH:38][C:5]2[N:6]=[C:7]([NH:9][C:10]3[CH:11]=[CH:12][C:13]([C:16]4[CH:21]=[CH:20][C:19]([C:22]([NH:24][C@H:25]([C:29]([OH:31])=[O:30])[CH:26]([CH3:28])[CH3:27])=[O:23])=[C:18]([O:36][CH3:37])[CH:17]=4)=[CH:14][CH:15]=3)[S:8][C:4]=2[CH:3]=1. The catalyst class is: 1. (3) Reactant: [Cl:1][C:2]1[CH:34]=[CH:33][C:5]([O:6][CH:7]2[CH2:12][CH2:11][N:10]([CH2:13][CH:14]3[CH2:19][CH2:18][N:17]([C:20]4([C:26]([O:28]C(C)(C)C)=[O:27])[CH2:25][CH2:24][CH2:23][CH2:22][CH2:21]4)[CH2:16][CH2:15]3)[CH2:9][CH2:8]2)=[C:4]([CH3:35])[CH:3]=1. Product: [ClH:1].[ClH:1].[Cl:1][C:2]1[CH:34]=[CH:33][C:5]([O:6][CH:7]2[CH2:8][CH2:9][N:10]([CH2:13][CH:14]3[CH2:19][CH2:18][N:17]([C:20]4([C:26]([OH:28])=[O:27])[CH2:21][CH2:22][CH2:23][CH2:24][CH2:25]4)[CH2:16][CH2:15]3)[CH2:11][CH2:12]2)=[C:4]([CH3:35])[CH:3]=1. The catalyst class is: 33. (4) Reactant: C1N=CN(C(N2C=NC=C2)=O)C=1.[Br:13][C:14]1[CH:19]=[CH:18][C:17](/[C:20](/[CH3:25])=[CH:21]/[C:22](O)=[O:23])=[CH:16][CH:15]=1.[BH4-].[Na+].OS([O-])(=O)=O.[K+]. Product: [Br:13][C:14]1[CH:15]=[CH:16][C:17](/[C:20](/[CH3:25])=[CH:21]/[CH2:22][OH:23])=[CH:18][CH:19]=1. The catalyst class is: 20. (5) Reactant: [N:1]1[CH:6]=[CH:5][C:4]([C:7]2[N:11]=[C:10]([CH2:12][C:13]([OH:15])=O)[NH:9][N:8]=2)=[CH:3][CH:2]=1.[NH:16]1[CH2:20][CH2:19][CH:18]([NH:21][C:22](=[O:28])[O:23][C:24]([CH3:27])([CH3:26])[CH3:25])[CH2:17]1.CN(C(ON1N=NC2C=CC=NC1=2)=[N+](C)C)C.F[P-](F)(F)(F)(F)F.C(N(CC)CC)C. Product: [N:1]1[CH:2]=[CH:3][C:4]([C:7]2[N:11]=[C:10]([CH2:12][C:13]([N:16]3[CH2:20][CH2:19][CH:18]([NH:21][C:22](=[O:28])[O:23][C:24]([CH3:26])([CH3:25])[CH3:27])[CH2:17]3)=[O:15])[NH:9][N:8]=2)=[CH:5][CH:6]=1. The catalyst class is: 329.